From a dataset of Forward reaction prediction with 1.9M reactions from USPTO patents (1976-2016). Predict the product of the given reaction. (1) Given the reactants C1(C2C=CC=CC=2[OH:10])CC1.CC(C)([O-])C.[K+].ClC1N=[N+]([O-])C(Cl)=CC=1.[Cl:26][C:27]1[N+:32]([O-])=[N:31][C:30]([O:34][C:35]2[CH:40]=[CH:39][CH:38]=[CH:37][C:36]=2[CH:41]2[CH2:43][CH2:42]2)=[CH:29][CH:28]=1.ClC1N=[N+]([O-])C(OC2C=CC=CC=2C2CC2)=CC=1, predict the reaction product. The product is: [Cl:26][C:27]1[N:32]=[N:31][C:30]([O:34][C:35]2[CH:40]=[CH:39][CH:38]=[CH:37][C:36]=2[CH:41]2[CH2:43][CH2:42]2)=[C:29]([OH:10])[CH:28]=1. (2) The product is: [Cl:1][C:2]1[CH:7]=[CH:6][CH:5]=[C:4]([F:8])[C:3]=1[NH:9][C:10]1[NH:11][C:12]2[C:18]3[CH2:19][C:20]([CH3:23])([CH3:22])[O:21][C:17]=3[C:16]([C:24]([NH:36][C:35]3[CH:37]=[CH:38][C:32]([F:31])=[CH:33][C:34]=3[C:39]([F:42])([F:40])[F:41])=[O:26])=[CH:15][C:13]=2[N:14]=1. Given the reactants [Cl:1][C:2]1[CH:7]=[CH:6][CH:5]=[C:4]([F:8])[C:3]=1[NH:9][C:10]1[NH:11][C:12]2[C:18]3[CH2:19][C:20]([CH3:23])([CH3:22])[O:21][C:17]=3[C:16]([C:24]([OH:26])=O)=[CH:15][C:13]=2[N:14]=1.S(Cl)(Cl)=O.[F:31][C:32]1[CH:38]=[CH:37][C:35]([NH2:36])=[C:34]([C:39]([F:42])([F:41])[F:40])[CH:33]=1.CCN(C(C)C)C(C)C, predict the reaction product. (3) Given the reactants [C:1]([O:8][CH:9]1[CH2:14][CH2:13][N:12]([C:15]2[S:16][C:17](/[CH:20]=[C:21](\[C:32]#[N:33])/[C:22]3[CH:27]=[CH:26][C:25]([O:28][CH3:29])=[C:24]([O:30][CH3:31])[CH:23]=3)=[CH:18][CH:19]=2)[CH2:11][CH2:10]1)(=[O:7])[CH2:2][CH2:3][C:4]([O-])=[O:5].[Cl:34]C1N=C(OC)N=C(OC)N=1.CN1CCOCC1.[CH2:52]([N:54]([CH2:58][CH3:59])[CH2:55][CH2:56][NH2:57])[CH3:53], predict the reaction product. The product is: [ClH:34].[CH2:52]([N:54]([CH2:58][CH3:59])[CH2:55][CH2:56][NH:57][C:4](=[O:5])[CH2:3][CH2:2][C:1]([O:8][CH:9]1[CH2:10][CH2:11][N:12]([C:15]2[S:16][C:17](/[CH:20]=[C:21](\[C:32]#[N:33])/[C:22]3[CH:27]=[CH:26][C:25]([O:28][CH3:29])=[C:24]([O:30][CH3:31])[CH:23]=3)=[CH:18][CH:19]=2)[CH2:13][CH2:14]1)=[O:7])[CH3:53]. (4) Given the reactants [C:1](Cl)(Cl)=[O:2].C1(C)C=CC=CC=1.[OH:12][C:13]1[CH:25]=[CH:24][C:23]2[C:22]3[C:17](=[CH:18][CH:19]=[CH:20][CH:21]=3)[C:16](=[O:26])[C:15]=2[CH:14]=1.N1C=CC=CC=1.[N:33]12[CH2:41][CH2:40][CH:37]([CH2:38][CH2:39]1)[NH:36][CH2:35][CH2:34]2.[OH-:42].[Na+], predict the reaction product. The product is: [C:13]([OH:12])(=[O:2])/[CH:14]=[CH:15]/[C:16]([OH:26])=[O:42].[O:26]=[C:16]1[C:15]2[CH:14]=[C:13]([O:12][C:1]([N:36]3[CH:37]4[CH2:40][CH2:41][N:33]([CH2:39][CH2:38]4)[CH2:34][CH2:35]3)=[O:2])[CH:25]=[CH:24][C:23]=2[C:22]2[C:17]1=[CH:18][CH:19]=[CH:20][CH:21]=2. (5) Given the reactants [CH3:1][O:2][C:3](=[O:12])[C:4]1[CH:9]=[C:8]([CH3:10])[CH:7]=[CH:6][C:5]=1[OH:11].[CH3:13][O:14][C:15]1[CH:22]=[CH:21][C:18]([CH2:19]Cl)=[CH:17][CH:16]=1.C([O-])([O-])=O.[K+].[K+], predict the reaction product. The product is: [CH3:1][O:2][C:3](=[O:12])[C:4]1[CH:9]=[C:8]([CH3:10])[CH:7]=[CH:6][C:5]=1[O:11][CH2:19][C:18]1[CH:21]=[CH:22][C:15]([O:14][CH3:13])=[CH:16][CH:17]=1. (6) Given the reactants [NH:1]1[CH2:4][CH:3]([C:5]#[C:6][C:7]2[CH:16]=[C:15]3[C:10]([C:11](=[O:28])[C:12]([C:17]4[CH:22]=[CH:21][C:20]([NH:23][S:24]([CH3:27])(=[O:26])=[O:25])=[CH:19][CH:18]=4)=[CH:13][O:14]3)=[CH:9][CH:8]=2)[CH2:2]1.FC(F)(F)C(O)=O.[C:36](=O)([O:43]N1C(=O)CCC1=O)[O:37][CH:38]1[CH2:42][CH2:41][CH2:40][CH2:39]1.C(N(C(C)C)CC)(C)C, predict the reaction product. The product is: [CH:38]1([O:37][C:36]([N:1]2[CH2:4][CH:3]([C:5]#[C:6][C:7]3[CH:16]=[C:15]4[C:10]([C:11](=[O:28])[C:12]([C:17]5[CH:22]=[CH:21][C:20]([NH:23][S:24]([CH3:27])(=[O:26])=[O:25])=[CH:19][CH:18]=5)=[CH:13][O:14]4)=[CH:9][CH:8]=3)[CH2:2]2)=[O:43])[CH2:42][CH2:41][CH2:40][CH2:39]1.